This data is from Full USPTO retrosynthesis dataset with 1.9M reactions from patents (1976-2016). The task is: Predict the reactants needed to synthesize the given product. The reactants are: [F:1][C:2]([F:13])([F:12])[C@@H:3]1[CH2:8][CH2:7][C@H:6]([C:9](O)=[O:10])[CH2:5][CH2:4]1.[H-].[Al+3].[Li+].[H-].[H-].[H-].O.[OH-].[Na+]. Given the product [F:1][C:2]([F:12])([F:13])[C@@H:3]1[CH2:4][CH2:5][C@H:6]([CH2:9][OH:10])[CH2:7][CH2:8]1, predict the reactants needed to synthesize it.